Task: Predict the reactants needed to synthesize the given product.. Dataset: Full USPTO retrosynthesis dataset with 1.9M reactions from patents (1976-2016) (1) Given the product [N+:8]([C:7]1[CH:6]=[CH:5][C:4]([C:11]2[CH:16]=[CH:15][CH:14]=[CH:13][CH:12]=2)=[CH:3][C:2]=1[O:17][C:18]1[CH:25]=[CH:24][C:21]([C:22]#[N:23])=[CH:20][CH:19]=1)([O-:10])=[O:9], predict the reactants needed to synthesize it. The reactants are: F[C:2]1[CH:3]=[C:4]([C:11]2[CH:16]=[CH:15][CH:14]=[CH:13][CH:12]=2)[CH:5]=[CH:6][C:7]=1[N+:8]([O-:10])=[O:9].[OH:17][C:18]1[CH:25]=[CH:24][C:21]([C:22]#[N:23])=[CH:20][CH:19]=1.C([O-])([O-])=O.[Cs+].[Cs+]. (2) Given the product [Na:1].[N:2]1([C:11]([CH2:13][C@H:14]([CH2:21][OH:22])[O:15][CH2:16][P:17]([OH:19])([OH:20])=[O:18])=[O:12])[CH:10]=[CH:8][C:6](=[O:7])[NH:5][C:3]1=[O:4], predict the reactants needed to synthesize it. The reactants are: [Na:1].[N:2]1([C:11]([CH2:13][C@H:14]([CH2:21][OH:22])[O:15][CH2:16][P:17]([OH:20])([OH:19])=[O:18])=[O:12])[CH:10]=[C:8](C)[C:6](=[O:7])[NH:5][C:3]1=[O:4].N1(C(C[C@H](CO)OCP(OC(C)C)(OC(C)C)=O)=O)C=CC(=O)NC1=O.I[Si](C)(C)C.